The task is: Predict the product of the given reaction.. This data is from Forward reaction prediction with 1.9M reactions from USPTO patents (1976-2016). (1) Given the reactants [Cl:1][C:2]1[CH:30]=[CH:29][C:5]([CH2:6][N:7]2[CH2:12][CH2:11][CH:10]([NH:13][CH2:14][C@@:15]([OH:28])([CH3:27])[CH2:16][O:17][C:18]3[CH:23]=[CH:22][CH:21]=[CH:20][C:19]=3[CH2:24][C:25]#[N:26])[CH2:9][CH2:8]2)=[CH:4][CH:3]=1.[N-:31]=[N+:32]=[N-:33].[Na+].[NH4+].[Cl-].C(#N)C.[C:40]([OH:46])([C:42]([F:45])([F:44])[F:43])=[O:41], predict the reaction product. The product is: [F:43][C:42]([F:45])([F:44])[C:40]([OH:46])=[O:41].[F:43][C:42]([F:45])([F:44])[C:40]([OH:46])=[O:41].[Cl:1][C:2]1[CH:3]=[CH:4][C:5]([CH2:6][N:7]2[CH2:12][CH2:11][CH:10]([NH:13][CH2:14][C@:15]([CH3:27])([OH:28])[CH2:16][O:17][C:18]3[CH:23]=[CH:22][CH:21]=[CH:20][C:19]=3[CH2:24][C:25]3[NH:33][N:32]=[N:31][N:26]=3)[CH2:9][CH2:8]2)=[CH:29][CH:30]=1. (2) Given the reactants [CH3:1][C:2]1[C:6]([CH2:7][N:8]2[CH:12]=[C:11]([N:13]3[C:17](=[O:18])[CH2:16][NH:15][C:14]3=[O:19])[CH:10]=[N:9]2)=[C:5]([CH3:20])[O:4][N:3]=1.Br[CH2:22][C:23]1[CH:28]=[CH:27][CH:26]=[CH:25][C:24]=1[F:29], predict the reaction product. The product is: [CH3:1][C:2]1[C:6]([CH2:7][N:8]2[CH:12]=[C:11]([N:13]3[C:17](=[O:18])[CH2:16][N:15]([CH2:22][C:23]4[CH:28]=[CH:27][CH:26]=[CH:25][C:24]=4[F:29])[C:14]3=[O:19])[CH:10]=[N:9]2)=[C:5]([CH3:20])[O:4][N:3]=1. (3) Given the reactants [NH2:1][CH2:2][C:3]1([OH:16])[CH2:8][CH2:7][N:6]([CH2:9][C:10]2[CH:15]=[CH:14][CH:13]=[CH:12][CH:11]=2)[CH2:5][CH2:4]1.C(N(CC)CC)C.[Cl:24][CH2:25][C:26](Cl)=[O:27], predict the reaction product. The product is: [CH2:9]([N:6]1[CH2:7][CH2:8][C:3]([CH2:2][NH:1][C:26](=[O:27])[CH2:25][Cl:24])([OH:16])[CH2:4][CH2:5]1)[C:10]1[CH:15]=[CH:14][CH:13]=[CH:12][CH:11]=1. (4) Given the reactants Br[C:2]1[CH:7]=[CH:6][C:5]([O:8][CH:9]([F:11])[F:10])=[C:4]([C:12]([CH3:15])([CH3:14])[CH3:13])[CH:3]=1.[CH3:16][O:17][C:18]1[C:23](B(O)O)=[CH:22][CH:21]=[CH:20][N:19]=1.C([O-])([O-])=O.[Na+].[Na+], predict the reaction product. The product is: [C:12]([C:4]1[CH:3]=[C:2]([C:23]2[C:18]([O:17][CH3:16])=[N:19][CH:20]=[CH:21][CH:22]=2)[CH:7]=[CH:6][C:5]=1[O:8][CH:9]([F:11])[F:10])([CH3:15])([CH3:14])[CH3:13]. (5) Given the reactants C([O:9][C@H:10]1[CH2:15][CH2:14][C@H:13]([O:16][Si:17]([C:20]([CH3:23])([CH3:22])[CH3:21])([CH3:19])[CH3:18])[CH2:12][C@@H:11]1[C:24]1[N:28]([CH3:29])[N:27]=[CH:26][CH:25]=1)(=O)C1C=CC=CC=1.C(=O)([O-])[O-].[K+].[K+].O, predict the reaction product. The product is: [Si:17]([O:16][C@H:13]1[CH2:14][CH2:15][C@H:10]([OH:9])[C@@H:11]([C:24]2[N:28]([CH3:29])[N:27]=[CH:26][CH:25]=2)[CH2:12]1)([C:20]([CH3:23])([CH3:21])[CH3:22])([CH3:18])[CH3:19]. (6) The product is: [NH2:30][C@@H:18]([CH2:19][C:20]1[CH:25]=[CH:24][C:23]([C:26]([F:27])([F:29])[F:28])=[CH:22][CH:21]=1)[CH2:17][NH:16][C:14]1[O:15][C:11]([C:8]2[CH:9]=[C:10]3[C:5](=[CH:6][CH:7]=2)[NH:4][N:3]=[C:2]3[CH3:1])=[CH:12][N:13]=1. Given the reactants [CH3:1][C:2]1[C:10]2[C:5](=[CH:6][CH:7]=[C:8]([C:11]3[O:15][C:14]([NH:16][C:17](=O)[C@@H:18]([NH:30]C(=O)OC(C)(C)C)[CH2:19][C:20]4[CH:25]=[CH:24][C:23]([C:26]([F:29])([F:28])[F:27])=[CH:22][CH:21]=4)=[N:13][CH:12]=3)[CH:9]=2)[NH:4][N:3]=1.[H-].[H-].[H-].[H-].[Li+].[Al+3].C(O)(C(F)(F)F)=O, predict the reaction product.